From a dataset of TCR-epitope binding with 47,182 pairs between 192 epitopes and 23,139 TCRs. Binary Classification. Given a T-cell receptor sequence (or CDR3 region) and an epitope sequence, predict whether binding occurs between them. (1) The epitope is FLKEKGGL. The TCR CDR3 sequence is CASSTLASGRYEQYF. Result: 1 (the TCR binds to the epitope). (2) The epitope is GLCTLVAML. The TCR CDR3 sequence is CASSSGNNEQFF. Result: 1 (the TCR binds to the epitope). (3) The TCR CDR3 sequence is CASSLGQGDQPQHF. Result: 0 (the TCR does not bind to the epitope). The epitope is TPINLVRDL. (4) The epitope is ILGLPTQTV. The TCR CDR3 sequence is CAWSVLAGGNTGELFF. Result: 0 (the TCR does not bind to the epitope). (5) The epitope is AIMTRCLAV. The TCR CDR3 sequence is CASSSAPEGLSYEQYF. Result: 0 (the TCR does not bind to the epitope). (6) The epitope is SEISMDNSPNL. The TCR CDR3 sequence is CASSPRGDTQYF. Result: 0 (the TCR does not bind to the epitope).